This data is from Full USPTO retrosynthesis dataset with 1.9M reactions from patents (1976-2016). The task is: Predict the reactants needed to synthesize the given product. (1) Given the product [CH3:25][O:24][C:8]1[C:9]2[C:10]3[C:11](=[N:12][NH:13][CH:14]=3)[C:2]([NH:36][C:35]3[CH:34]=[CH:33][C:32]([N:29]4[CH2:30][CH2:31][O:26][CH2:27][CH2:28]4)=[CH:38][CH:37]=3)=[N:3][C:4]=2[CH:5]=[CH:6][CH:7]=1, predict the reactants needed to synthesize it. The reactants are: Cl[C:2]1[C:11]2=[N:12][N:13](CC3C=CC(OC)=CC=3)[CH:14]=[C:10]2[C:9]2[C:8]([O:24][CH3:25])=[CH:7][CH:6]=[CH:5][C:4]=2[N:3]=1.[O:26]1[CH2:31][CH2:30][N:29]([C:32]2[CH:38]=[CH:37][C:35]([NH2:36])=[CH:34][CH:33]=2)[CH2:28][CH2:27]1.Cl. (2) Given the product [N+:3]([C:6]1[CH:7]=[N:8][N:9]([CH2:11][C:12]2[O:16][C:15]([CH:17]([OH:18])[CH3:19])=[CH:14][CH:13]=2)[CH:10]=1)([O-:5])=[O:4], predict the reactants needed to synthesize it. The reactants are: N#N.[N+:3]([C:6]1[CH:7]=[N:8][N:9]([CH2:11][C:12]2[O:16][C:15]([CH:17]=[O:18])=[CH:14][CH:13]=2)[CH:10]=1)([O-:5])=[O:4].[CH3:19][Mg]Br.[NH4+].[Cl-]. (3) Given the product [ClH:30].[ClH:30].[NH:8]1[CH2:13][CH2:12][CH:11]([CH2:14][CH2:15][CH2:16][N:17]2[CH2:27][C:26]3[N:28]4[C:19](=[CH:20][N:21]=[C:22]4[CH:23]=[CH:24][CH:25]=3)[C:18]2=[O:29])[CH2:10][CH2:9]1, predict the reactants needed to synthesize it. The reactants are: C(OC([N:8]1[CH2:13][CH2:12][CH:11]([CH2:14][CH2:15][CH2:16][N:17]2[CH2:27][C:26]3[N:28]4[C:19](=[CH:20][N:21]=[C:22]4[CH:23]=[CH:24][CH:25]=3)[C:18]2=[O:29])[CH2:10][CH2:9]1)=O)(C)(C)C.[ClH:30]. (4) Given the product [BrH:10].[C:1]([O:6][CH2:7][CH2:8][CH3:9])(=[O:5])[C:2]([CH3:4])=[CH2:3], predict the reactants needed to synthesize it. The reactants are: [C:1]([O:6][CH2:7][CH2:8][CH2:9][Br:10])(=[O:5])[C:2]([CH3:4])=[CH2:3].NC(N)=S. (5) Given the product [Cl:1][C:2]1[CH:3]=[CH:4][C:5]([CH2:13]/[C:14](/[CH3:17])=[CH:15]/[OH:16])=[C:6]([C:7]([O:9][CH3:10])=[O:8])[CH:11]=1, predict the reactants needed to synthesize it. The reactants are: [Cl:1][C:2]1[CH:3]=[CH:4][C:5](I)=[C:6]([CH:11]=1)[C:7]([O:9][CH3:10])=[O:8].[CH3:13]/[C:14](=[CH:17]\[Sn](CCCC)(CCCC)CCCC)/[CH2:15][OH:16].O1C=CC=C1P(C1OC=CC=1)C1OC=CC=1. (6) Given the product [Cl:1][C:2]1[CH:7]=[CH:6][C:5]([N:8]2[CH:29]=[N:15][C:14]3[C:9]2=[N:10][C:11]([NH:16][C:17]2[CH:18]=[N:19][N:20]([CH:22]4[CH2:23][CH2:24][O:25][CH2:26][CH2:27]4)[CH:21]=2)=[N:12][CH:13]=3)=[CH:4][C:3]=1[F:28], predict the reactants needed to synthesize it. The reactants are: [Cl:1][C:2]1[CH:7]=[CH:6][C:5]([NH:8][C:9]2[C:14]([NH2:15])=[CH:13][N:12]=[C:11]([NH:16][C:17]3[CH:18]=[N:19][N:20]([CH:22]4[CH2:27][CH2:26][O:25][CH2:24][CH2:23]4)[CH:21]=3)[N:10]=2)=[CH:4][C:3]=1[F:28].[CH:29](OC)(OC)OC. (7) Given the product [CH3:1][C:2]1[CH:3]=[C:4]([N:11]=[C:12]2[N:17]([CH2:16][CH:15]([CH3:14])[CH2:18][CH3:19])[C:22](=[O:23])[CH2:21][S:13]2)[CH:5]=[CH:6][C:7]=1[N+:8]([O-:10])=[O:9], predict the reactants needed to synthesize it. The reactants are: [CH3:1][C:2]1[CH:3]=[C:4]([N:11]=[C:12]=[S:13])[CH:5]=[CH:6][C:7]=1[N+:8]([O-:10])=[O:9].[CH3:14][CH:15]([CH2:18][CH3:19])[CH2:16][NH2:17].Cl[CH2:21][C:22](O)=[O:23].